Dataset: Full USPTO retrosynthesis dataset with 1.9M reactions from patents (1976-2016). Task: Predict the reactants needed to synthesize the given product. (1) Given the product [F:1][C:2]1[CH:7]=[CH:6][C:5]([C:8]2[C:9]([O:21][CH2:22][C:23]3[CH:24]=[CH:25][CH:26]=[CH:27][CH:28]=3)=[CH:10][CH:11]=[C:12]([CH2:14][CH2:15][OH:16])[CH:13]=2)=[CH:4][CH:3]=1, predict the reactants needed to synthesize it. The reactants are: [F:1][C:2]1[CH:7]=[CH:6][C:5]([C:8]2[C:9]([O:21][CH2:22][C:23]3[CH:28]=[CH:27][CH:26]=[CH:25][CH:24]=3)=[CH:10][CH:11]=[C:12]([CH2:14][CH2:15][O:16]S(C)(=O)=O)[CH:13]=2)=[CH:4][CH:3]=1.[OH-].[Na+].Cl. (2) Given the product [ClH:10].[CH3:1][NH:2][N:3]1[CH2:9][CH2:8][CH2:7][CH2:6][CH2:5][CH2:4]1, predict the reactants needed to synthesize it. The reactants are: [CH2:1]=[N:2][N:3]1[CH2:9][CH2:8][CH2:7][CH2:6][CH2:5][CH2:4]1.[ClH:10].O1CCOCC1. (3) Given the product [CH3:1][N:2]1[C:10]2[N:9]=[C:8]([N:34]3[CH2:35][CH2:36][CH2:37][C@@H:32]([NH:31][C:29]([O:28][C:24]([CH3:27])([CH3:26])[CH3:25])=[O:30])[CH2:33]3)[N:7]([CH2:12][C:13]#[C:14][CH3:15])[C:6]=2[C:5](=[O:16])[NH:4][C:3]1=[O:17], predict the reactants needed to synthesize it. The reactants are: [CH3:1][N:2]1[C:10]2[N:9]=[C:8](Br)[N:7]([CH2:12][C:13]#[C:14][CH3:15])[C:6]=2[C:5](=[O:16])[NH:4][C:3]1=[O:17].C(=O)([O-])[O-].[K+].[K+].[C:24]([O:28][C:29]([NH:31][C@@H:32]1[CH2:37][CH2:36][CH2:35][NH:34][CH2:33]1)=[O:30])([CH3:27])([CH3:26])[CH3:25].[I-].[K+].C(OC(C)C)(=O)C. (4) Given the product [OH:1][CH2:2][CH:3]([CH2:5][OH:6])[OH:4].[C:12]([OH:17])(=[O:16])/[CH:9]=[CH:8]/[C:7]([OH:11])=[O:10].[C:12]([OH:17])(=[O:16])[CH2:13][CH2:14][CH2:18][CH2:19][CH2:21][CH2:2][CH2:9][CH2:8][C:7]([OH:11])=[O:10], predict the reactants needed to synthesize it. The reactants are: [OH:1][CH2:2][CH:3]([CH2:5][OH:6])[OH:4].[C:7]([O-:11])(=[O:10])[CH:8]=[CH2:9].[C:12]([O-:17])(=[O:16])[C:13](C)=[CH2:14].[CH3:18][C:19]([CH3:21])=O. (5) Given the product [OH:22][N:21]=[C:6]1[CH2:7][N:8]([C:12]([O:14][C:15]([CH3:18])([CH3:17])[CH3:16])=[O:13])[CH2:9][C:10]2[O:11][N:2]=[CH:4][C:5]1=2, predict the reactants needed to synthesize it. The reactants are: C[N:2]([CH:4]=[C:5]1[C:10](=[O:11])[CH2:9][N:8]([C:12]([O:14][C:15]([CH3:18])([CH3:17])[CH3:16])=[O:13])[CH2:7][C:6]1=O)C.Cl.[NH2:21][OH:22]. (6) Given the product [CH2:18]([O:17][C:15]([C:14]1[CH:20]=[N:11][N:10]([C:7]2[CH:8]=[CH:9][C:4]([O:3][CH3:2])=[CH:5][CH:6]=2)[C:12]=1[NH2:13])=[O:16])[CH3:19], predict the reactants needed to synthesize it. The reactants are: Cl.[CH3:2][O:3][C:4]1[CH:9]=[CH:8][C:7]([NH:10][NH2:11])=[CH:6][CH:5]=1.[C:12]([C:14](=[CH:20]OCC)[C:15]([O:17][CH2:18][CH3:19])=[O:16])#[N:13]. (7) Given the product [C:14]([O:18][C:19](=[O:49])[NH:20][C@@H:21]([CH2:22][N:23]1[CH2:28][C:27](=[O:29])[N:26]([C:30]2[CH:35]=[C:34]([F:36])[CH:33]=[CH:32][C:31]=2[CH3:37])[CH2:25][C:24]1([CH3:38])[CH3:39])[C@@H:40]([OH:41])[CH2:44][C@H:43]([C:42](=[O:48])[NH:4][CH2:3][C:2]([CH3:6])([CH3:5])[CH3:1])[CH:45]([CH3:47])[CH3:46])([CH3:15])([CH3:16])[CH3:17], predict the reactants needed to synthesize it. The reactants are: [CH3:1][C:2]([CH3:6])([CH3:5])[CH2:3][NH2:4].OC1C=CC=CN=1.[C:14]([O:18][C:19](=[O:49])[NH:20][C@H:21]([C@@H:40]1[CH2:44][C@@H:43]([CH:45]([CH3:47])[CH3:46])[C:42](=[O:48])[O:41]1)[CH2:22][N:23]1[CH2:28][C:27](=[O:29])[N:26]([C:30]2[CH:35]=[C:34]([F:36])[CH:33]=[CH:32][C:31]=2[CH3:37])[CH2:25][C:24]1([CH3:39])[CH3:38])([CH3:17])([CH3:16])[CH3:15]. (8) Given the product [CH2:12]([O:11][C:9](=[O:10])[CH2:8][C:4]1[CH:3]=[C:2]([C:15]2[CH:20]=[CH:19][C:18]([C:21]([F:24])([F:22])[F:23])=[CH:17][C:16]=2[N+:25]([O-:27])=[O:26])[CH:7]=[CH:6][CH:5]=1)[CH3:13], predict the reactants needed to synthesize it. The reactants are: I[C:2]1[CH:3]=[C:4]([CH2:8][C:9]([O:11][CH2:12][CH3:13])=[O:10])[CH:5]=[CH:6][CH:7]=1.Br[C:15]1[CH:20]=[CH:19][C:18]([C:21]([F:24])([F:23])[F:22])=[CH:17][C:16]=1[N+:25]([O-:27])=[O:26].CCN(C(C)C)C(C)C.